Dataset: Full USPTO retrosynthesis dataset with 1.9M reactions from patents (1976-2016). Task: Predict the reactants needed to synthesize the given product. (1) Given the product [O:6]1[CH:5]=[CH:4][CH:3]=[C:2]1[CH2:1][O:7][C:27]([C:24]1[CH:23]=[CH:22][C:21]([C:18]2[CH:19]=[CH:20][C:15]([O:14][CH2:8][CH2:9][CH2:10][CH2:11][CH2:12][CH3:13])=[CH:16][CH:17]=2)=[CH:26][CH:25]=1)=[O:28], predict the reactants needed to synthesize it. The reactants are: [CH2:1]([OH:7])[C:2]1[O:6][CH:5]=[CH:4][CH:3]=1.[CH2:8]([O:14][C:15]1[CH:20]=[CH:19][C:18]([C:21]2[CH:26]=[CH:25][C:24]([C:27](O)=[O:28])=[CH:23][CH:22]=2)=[CH:17][CH:16]=1)[CH2:9][CH2:10][CH2:11][CH2:12][CH3:13]. (2) Given the product [F:18][C:2]1([F:1])[CH2:3][CH2:4][C:5]2[C:9]([C:10]3[S:11][CH:12]=[C:13]([CH3:15])[N:14]=3)=[C:8]([NH:16][C:32]([C:27]3[C:26]([C:24]([O:23][C:19]([CH3:22])([CH3:21])[CH3:20])=[O:25])=[CH:31][CH:30]=[CH:29][N:28]=3)=[O:33])[S:7][C:6]=2[CH2:17]1, predict the reactants needed to synthesize it. The reactants are: [F:1][C:2]1([F:18])[CH2:17][C:6]2[S:7][C:8]([NH2:16])=[C:9]([C:10]3[S:11][CH:12]=[C:13]([CH3:15])[N:14]=3)[C:5]=2[CH2:4][CH2:3]1.[C:19]([O:23][C:24]([C:26]1[C:27]([C:32](O)=[O:33])=[N:28][CH:29]=[CH:30][CH:31]=1)=[O:25])([CH3:22])([CH3:21])[CH3:20]. (3) Given the product [Cl:1][C:2]1[CH:7]=[CH:6][C:5]([C@H:8]2[CH2:13][C@H:12]([C:14]3[O:21][NH:29][C:16](=[O:17])[CH:15]=3)[CH2:11][CH2:10][N:9]2[C:22]([O:24][CH3:25])=[O:23])=[CH:4][C:3]=1[F:26], predict the reactants needed to synthesize it. The reactants are: [Cl:1][C:2]1[CH:7]=[CH:6][C:5]([C@H:8]2[CH2:13][C@H:12]([C:14](=[O:21])[CH2:15][C:16](OCC)=[O:17])[CH2:11][CH2:10][N:9]2[C:22]([O:24][CH3:25])=[O:23])=[CH:4][C:3]=1[F:26].[OH-].[Na+].[NH2:29]O.Cl. (4) The reactants are: [Cl:1][C:2]1[CH:3]=[C:4]([O:12][CH3:13])[C:5]2[O:9][C:8](S)=[N:7][C:6]=2[CH:11]=1.BrC1C=C(Cl)C(OC)=CC=1O.C(OC([N:32]1[CH2:37][CH2:36][NH:35][C@@H:34]([CH3:38])[CH2:33]1)=O)(C)(C)C.Cl. Given the product [Cl:1][C:2]1[CH:3]=[C:4]([O:12][CH3:13])[C:5]2[O:9][C:8]([N:35]3[CH2:36][CH2:37][NH:32][CH2:33][C@@H:34]3[CH3:38])=[N:7][C:6]=2[CH:11]=1, predict the reactants needed to synthesize it. (5) Given the product [CH3:30][C:21]1[C:20]([CH2:19][N:17]2[C:16](=[O:31])[N:4]3[CH:5]=[CH:6][C:7]([C:8]4[CH:9]=[CH:10][C:11]([C:12]#[N:13])=[CH:14][CH:15]=4)=[C:2]([C:32]4[CH:37]=[CH:36][CH:35]=[CH:34][CH:33]=4)[C:3]3=[N:18]2)=[CH:25][CH:24]=[C:23]([C:26]([F:27])([F:29])[F:28])[N:22]=1, predict the reactants needed to synthesize it. The reactants are: Br[C:2]1[C:3]2[N:4]([C:16](=[O:31])[N:17]([CH2:19][C:20]3[C:21]([CH3:30])=[N:22][C:23]([C:26]([F:29])([F:28])[F:27])=[CH:24][CH:25]=3)[N:18]=2)[CH:5]=[CH:6][C:7]=1[C:8]1[CH:15]=[CH:14][C:11]([C:12]#[N:13])=[CH:10][CH:9]=1.[C:32]1(B(O)O)[CH:37]=[CH:36][CH:35]=[CH:34][CH:33]=1.[O-]P([O-])([O-])=O.[K+].[K+].[K+].C(Cl)Cl. (6) Given the product [NH2:1][C:2]1[CH:3]=[C:4]([CH:8]=[CH:9][C:10]=1[O:11][CH3:12])[C:5]([O:7][CH2:18][CH3:19])=[O:6], predict the reactants needed to synthesize it. The reactants are: [NH2:1][C:2]1[CH:3]=[C:4]([CH:8]=[CH:9][C:10]=1[O:11][CH3:12])[C:5]([OH:7])=[O:6].S(=O)(=O)(O)O.[CH2:18](O)[CH3:19].